Dataset: Forward reaction prediction with 1.9M reactions from USPTO patents (1976-2016). Task: Predict the product of the given reaction. (1) Given the reactants CS(O[CH:6]1[CH2:11][CH2:10][N:9]([C:12]([O:14][C:15]([CH3:18])([CH3:17])[CH3:16])=[O:13])[CH2:8][CH2:7]1)(=O)=O.C1CCN2C(=NCCC2)CC1, predict the reaction product. The product is: [N:9]1([C:12]([O:14][C:15]([CH3:18])([CH3:17])[CH3:16])=[O:13])[CH2:8][CH:7]=[CH:6][CH2:11][CH2:10]1. (2) Given the reactants [CH3:1][O:2][C:3]([C:5]1[S:6][C:7]([C:11]([OH:13])=O)=[CH:8][C:9]=1[Cl:10])=[O:4].C(N(CC)CC)C.CN(C(ON1N=NC2C=CC=CC1=2)=[N+](C)C)C.F[P-](F)(F)(F)(F)F.C1C=CC2N(O)N=NC=2C=1.[C:55]([Si:59]([CH3:70])([CH3:69])[O:60][C:61]1[CH:62]=[C:63]([CH:66]=[CH:67][CH:68]=1)[CH2:64][NH2:65])([CH3:58])([CH3:57])[CH3:56], predict the reaction product. The product is: [CH3:1][O:2][C:3]([C:5]1[S:6][C:7]([C:11](=[O:13])[NH:65][CH2:64][C:63]2[CH:66]=[CH:67][CH:68]=[C:61]([O:60][Si:59]([C:55]([CH3:58])([CH3:57])[CH3:56])([CH3:69])[CH3:70])[CH:62]=2)=[CH:8][C:9]=1[Cl:10])=[O:4].